From a dataset of Full USPTO retrosynthesis dataset with 1.9M reactions from patents (1976-2016). Predict the reactants needed to synthesize the given product. The reactants are: C([O:3][C:4](=[O:25])[CH2:5][CH2:6][C:7]1[CH:12]=[CH:11][C:10]([S:13][CH2:14][CH2:15][C@H:16]([O:18]S(C)(=O)=O)[CH3:17])=[CH:9][C:8]=1[CH2:23][CH3:24])C.[F:26][C:27]1[CH:44]=[CH:43][C:30]([O:31][C:32]2[CH:37]=[C:36]([C:38]([F:41])([F:40])[F:39])[CH:35]=[CH:34][C:33]=2O)=[CH:29][CH:28]=1. Given the product [F:26][C:27]1[CH:28]=[CH:29][C:30]([O:31][C:32]2[CH:37]=[C:36]([C:38]([F:39])([F:40])[F:41])[CH:35]=[CH:34][C:33]=2[O:18][C@@H:16]([CH3:17])[CH2:15][CH2:14][S:13][C:10]2[CH:11]=[CH:12][C:7]([CH2:6][CH2:5][C:4]([OH:3])=[O:25])=[C:8]([CH2:23][CH3:24])[CH:9]=2)=[CH:43][CH:44]=1, predict the reactants needed to synthesize it.